From a dataset of Forward reaction prediction with 1.9M reactions from USPTO patents (1976-2016). Predict the product of the given reaction. (1) Given the reactants [ClH:1].[F:2][C:3]([F:24])([F:23])[C:4]1[CH:5]=[C:6]([C:14]#[C:15][CH2:16][N:17]2[CH2:22][CH2:21][CH2:20][CH2:19][CH2:18]2)[CH:7]=[C:8]([C:10]([F:13])([F:12])[F:11])[CH:9]=1, predict the reaction product. The product is: [ClH:1].[F:13][C:10]([F:11])([F:12])[C:8]1[CH:7]=[C:6]([C:14]#[C:15][CH2:16][N:17]2[CH2:18][CH2:19][CH2:20][CH2:21][CH2:22]2)[CH:5]=[C:4]([C:3]([F:23])([F:24])[F:2])[CH:9]=1. (2) Given the reactants [O:1]1[CH2:6][CH2:5][CH:4]([C:7]2[S:8][CH:9]=[C:10]([CH2:12][OH:13])[N:11]=2)[CH2:3][CH2:2]1.N1C=CN=C1.[C:19]([Si:23](Cl)([CH3:25])[CH3:24])([CH3:22])([CH3:21])[CH3:20], predict the reaction product. The product is: [Si:23]([O:13][CH2:12][C:10]1[N:11]=[C:7]([CH:4]2[CH2:3][CH2:2][O:1][CH2:6][CH2:5]2)[S:8][CH:9]=1)([C:19]([CH3:22])([CH3:21])[CH3:20])([CH3:25])[CH3:24]. (3) Given the reactants [N:1]1([C:7]2[N:12]=[C:11]([N:13]3[CH:18]4[CH2:19][CH2:20][CH:14]3[CH2:15][O:16][CH2:17]4)[N:10]=[C:9]([C:21]3[CH:27]=[CH:26][C:24]([NH2:25])=[CH:23][CH:22]=3)[N:8]=2)[CH2:6][CH2:5][O:4][CH2:3][CH2:2]1.Cl[C:29](Cl)([O:31]C(=O)OC(Cl)(Cl)Cl)Cl.[NH2:40][C:41]1[CH:49]=[CH:48][C:44]([C:45]([NH2:47])=[O:46])=[CH:43][CH:42]=1, predict the reaction product. The product is: [N:1]1([C:7]2[N:12]=[C:11]([N:13]3[CH:14]4[CH2:20][CH2:19][CH:18]3[CH2:17][O:16][CH2:15]4)[N:10]=[C:9]([C:21]3[CH:27]=[CH:26][C:24]([NH:25][C:29]([NH:40][C:41]4[CH:49]=[CH:48][C:44]([C:45]([NH2:47])=[O:46])=[CH:43][CH:42]=4)=[O:31])=[CH:23][CH:22]=3)[N:8]=2)[CH2:2][CH2:3][O:4][CH2:5][CH2:6]1. (4) Given the reactants [OH-].[Na+].C1COCC1.[CH:8]([O:11][C:12]1[CH:13]=[C:14]([CH:28]=[C:29]([CH2:31][N:32]([S:34]([C:37]2[CH:42]=[CH:41][C:40]([CH3:43])=[CH:39][CH:38]=2)(=[O:36])=[O:35])[CH3:33])[CH:30]=1)[C:15]([NH:17][C:18]1[CH:23]=[CH:22][C:21]([C:24]([O:26]C)=[O:25])=[CH:20][N:19]=1)=[O:16])([CH3:10])[CH3:9], predict the reaction product. The product is: [CH:8]([O:11][C:12]1[CH:13]=[C:14]([CH:28]=[C:29]([CH2:31][N:32]([S:34]([C:37]2[CH:42]=[CH:41][C:40]([CH3:43])=[CH:39][CH:38]=2)(=[O:35])=[O:36])[CH3:33])[CH:30]=1)[C:15]([NH:17][C:18]1[CH:23]=[CH:22][C:21]([C:24]([OH:26])=[O:25])=[CH:20][N:19]=1)=[O:16])([CH3:10])[CH3:9]. (5) Given the reactants [H-].[Al+3].[Li+].[H-].[H-].[H-].[F:7][C:8]([F:45])([F:44])[C:9]1[CH:14]=[CH:13][C:12](/[CH:15]=[CH:16]/[C:17]2[O:18][CH:19]=[C:20]([CH2:22][O:23][C:24]3[CH:29]=[CH:28][C:27]([CH2:30][CH2:31][CH2:32][CH2:33][N:34]4[CH:38]=[C:37]([C:39](OCC)=[O:40])[N:36]=[N:35]4)=[CH:26][CH:25]=3)[N:21]=2)=[CH:11][CH:10]=1.C(OCC)C.O, predict the reaction product. The product is: [F:45][C:8]([F:7])([F:44])[C:9]1[CH:10]=[CH:11][C:12](/[CH:15]=[CH:16]/[C:17]2[O:18][CH:19]=[C:20]([CH2:22][O:23][C:24]3[CH:29]=[CH:28][C:27]([CH2:30][CH2:31][CH2:32][CH2:33][N:34]4[CH:38]=[C:37]([CH2:39][OH:40])[N:36]=[N:35]4)=[CH:26][CH:25]=3)[N:21]=2)=[CH:13][CH:14]=1. (6) The product is: [Br:8][C:6]1[CH:7]=[C:2]2[C:3]([CH:9]=[CH:10][C:11]([CH3:12])=[N:1]2)=[CH:4][N:5]=1. Given the reactants [NH2:1][C:2]1[CH:7]=[C:6]([Br:8])[N:5]=[CH:4][C:3]=1/[CH:9]=[CH:10]/[C:11](=O)[CH3:12].C[S-].[Na+].IC, predict the reaction product. (7) Given the reactants C([O:4][C@H:5]1[C@@H:9]([CH2:10][O:11][Si](C(C)(C)C)(C)C)[O:8][C@@H:7]([N:19]2[CH:26]=[CH:25][C:23]([NH2:24])=[N:22][C:20]2=[O:21])[C@@H:6]1[O:27][Si](C(C)(C)C)(C)C)(=O)C.[F-].[NH4+], predict the reaction product. The product is: [C@@H:7]1([N:19]2[CH:26]=[CH:25][C:23]([NH2:24])=[N:22][C:20]2=[O:21])[O:8][C@H:9]([CH2:10][OH:11])[C@H:5]([OH:4])[C@H:6]1[OH:27]. (8) Given the reactants [CH3:1][N:2]1[C:10](=[O:11])[C:9]2[NH:8][C:7]([C:12]([OH:14])=O)=[N:6][C:5]=2[N:4]([CH3:15])[C:3]1=[O:16].CCN(C(C)C)C(C)C.CN(C(ON1N=NC2C=CC=NC1=2)=[N+](C)C)C.F[P-](F)(F)(F)(F)F.Cl.Cl.[CH:52]([N:55]1[CH2:60][CH2:59][CH:58]([NH2:61])[CH2:57][CH2:56]1)([CH3:54])[CH3:53], predict the reaction product. The product is: [CH:52]([N:55]1[CH2:60][CH2:59][CH:58]([NH:61][C:12]([C:7]2[NH:8][C:9]3[C:10](=[O:11])[N:2]([CH3:1])[C:3](=[O:16])[N:4]([CH3:15])[C:5]=3[N:6]=2)=[O:14])[CH2:57][CH2:56]1)([CH3:54])[CH3:53].